Task: Binary Classification. Given a miRNA mature sequence and a target amino acid sequence, predict their likelihood of interaction.. Dataset: Experimentally validated miRNA-target interactions with 360,000+ pairs, plus equal number of negative samples (1) The miRNA is rno-miR-139-5p with sequence UCUACAGUGCACGUGUCUCCAG. The protein sequence of the target gene is MGEQPIFTTRAHVFQIDPSTKKNWVPASKQAVTVSYFYDVTRNSYRIISVDGAKVIINSTITPNMTFTKTSQKFGQWADSRANTVFGLGFSSELQLTKFAEKFQEVREAARLARDKSQEKTETSSNHSQESGCETPSSTQASSVNGTDDEKASHASPADTHLKSENDKLKIALTQSAANVKKWEMELQTLRESNARLTTALQESAASVEQWKRQFSICRDENDRLRSKIEELEEQCSEINREKEKNTQLKRRIEELESEVRDKEMELKDLRKQSEIIPQLMSECEYVSEKLEAAERDNQN.... Result: 0 (no interaction). (2) The miRNA is hsa-miR-8054 with sequence GAAAGUACAGAUCGGAUGGGU. The protein sequence of the target gene is MHPDLSPHLHTEECNVLINLLKECHKNHNILKFFGHCNDLDREMRKCLKNEYSERRTRSREHGAAMRRRLSDPPEEAGR. Result: 0 (no interaction). (3) Result: 0 (no interaction). The miRNA is hsa-miR-4675 with sequence GGGGCUGUGAUUGACCAGCAGG. The protein sequence of the target gene is MEGKWLLCLLLVLGTAAVEAHDGHDDDAIDIEDDLDDVIEEVEDSKSKSDASTPPSPKVTYKAPVPTGEVYFADSFDRGSLSGWILSKAKKDDTDDEIAKYDGKWEVDEMKETKLPGDKGLVLMSRAKHHAISAKLNKPFLFDTKPLIVQYEVNFQNGIECGGAYVKLLSKTAELSLDQFHDKTPYTIMFGPDKCGEDYKLHFIFRHKNPKTGVYEEKHAKRPDADLKTYFTDKKTHLYTLILNPDNSFEILVDQSVVNSGNLLNDMTPPVNPSREIEDPEDRKPEDWDERPKIADPDAV.... (4) The miRNA is mmu-miR-296-5p with sequence AGGGCCCCCCCUCAAUCCUGU. The protein sequence of the target gene is MAGAAGPGSGPGAAGGDGDDSLYPIAVLIDELRNEDVQLRLNSIKKLSTIALALGVERTRTELLPFLTDTIYDEDEVLLALAEQLGNFTGLVGGPDFAHCLLPPLESLATVEETVVRDKAVESLRQISQEHTPVALEAHFVPLVKRLASGDWFTSRTSACGLFSVCYPRASNAVKAEIRQHFRSLCSDDTPMVRRAAASKLGEFAKVLELDSVKTEIVPLFTNLASDEQDSVRLLAVEACVSIAQLLSQEDLEALVMPTLRQAAEDKSWRVRYMVADKFSELQKAVGPKIALSDLIPAFQ.... Result: 0 (no interaction). (5) The miRNA is hsa-miR-6744-3p with sequence GGGCCUCUCUUGUCAUCCUGCAG. The protein sequence of the target gene is MSPPPPPPIWRQLSFSLLLGSFCIALESAAQGNSATDALNILLIIVDDLRPSLGCYGDKLVRSPNIDQLASHSVLFQNAFAQQAVCAPSRVSFLTGRRPDTTRLYDFNSYWRVHSGNFSTIPQYFKENGYVTMSVGKVFHPGISSNHSDDYPYSWSFPPYHPSSEKYENTKTCKGQDGKLHANLLCPVDVADVPEGTLPDKQSTEEAIRLLEKMKTSASPFFLAVGYHKPHIPFRYPKEFQKLYPLENITLAPDPHVPDSLPPVAYNPWMDIREREDVQALNISVPYGPIPEDFQRKIRQ.... Result: 0 (no interaction).